This data is from Full USPTO retrosynthesis dataset with 1.9M reactions from patents (1976-2016). The task is: Predict the reactants needed to synthesize the given product. (1) The reactants are: [OH:1][CH2:2][CH2:3][NH:4][CH2:5][C@H:6]1[N:11]([C:12]([C:14]2[CH:18]=[C:17]([CH3:19])[N:16]([C:20]3[CH:25]=[CH:24][CH:23]=[CH:22][CH:21]=3)[C:15]=2[C:26]2[CH:31]=[CH:30][CH:29]=[CH:28][CH:27]=2)=[O:13])[CH2:10][CH2:9][N:8]([C:32]([O:34][C:35]([CH3:38])([CH3:37])[CH3:36])=[O:33])[CH2:7]1.ClC(Cl)(Cl)[C:41](OCC)=[O:42]. Given the product [CH3:19][C:17]1[N:16]([C:20]2[CH:25]=[CH:24][CH:23]=[CH:22][CH:21]=2)[C:15]([C:26]2[CH:31]=[CH:30][CH:29]=[CH:28][CH:27]=2)=[C:14]([C:12]([N:11]2[CH2:10][CH2:9][N:8]([C:32]([O:34][C:35]([CH3:38])([CH3:37])[CH3:36])=[O:33])[CH2:7][C@H:6]2[CH2:5][N:4]2[CH2:3][CH2:2][O:1][C:41]2=[O:42])=[O:13])[CH:18]=1, predict the reactants needed to synthesize it. (2) The reactants are: [CH2:1]([O:6][C:7]1[CH:15]=[CH:14][C:10]([C:11]([OH:13])=O)=[CH:9][CH:8]=1)[CH2:2][CH2:3][CH2:4][CH3:5].C(Cl)(=O)C(Cl)=O.[CH3:22][NH:23][O:24][CH3:25].Cl.C(OC1C=CC(C(Cl)=O)=CC=1)CCCC. Given the product [CH2:1]([O:6][C:7]1[CH:8]=[CH:9][C:10]([C:11]([N:23]([CH3:22])[O:24][CH3:25])=[O:13])=[CH:14][CH:15]=1)[CH2:2][CH2:3][CH2:4][CH3:5], predict the reactants needed to synthesize it. (3) Given the product [CH2:1]([O:8][C:9]1[C:18](=[O:19])[N:17]2[C:12]([C:13]([CH3:21])([CH3:20])[O:14][CH2:15][CH2:16]2)=[N:11][C:10]=1[C:22](=[S:34])[NH2:24])[C:2]1[CH:7]=[CH:6][CH:5]=[CH:4][CH:3]=1, predict the reactants needed to synthesize it. The reactants are: [CH2:1]([O:8][C:9]1[C:18](=[O:19])[N:17]2[C:12]([C:13]([CH3:21])([CH3:20])[O:14][CH2:15][CH2:16]2)=[N:11][C:10]=1[C:22]([NH2:24])=O)[C:2]1[CH:7]=[CH:6][CH:5]=[CH:4][CH:3]=1.COC1C=CC(P2(SP(C3C=CC(OC)=CC=3)(=S)S2)=[S:34])=CC=1. (4) Given the product [CH:22]1([N:14]([CH2:13][C:11]2[CH:12]=[C:7]([CH2:6][C:27]#[N:28])[CH:8]=[C:9]([Cl:26])[C:10]=2[Cl:25])[C:15](=[O:16])[O:17][C:18]([CH3:21])([CH3:20])[CH3:19])[CH2:24][CH2:23]1, predict the reactants needed to synthesize it. The reactants are: CS(O[CH2:6][C:7]1[CH:12]=[C:11]([CH2:13][N:14]([CH:22]2[CH2:24][CH2:23]2)[C:15]([O:17][C:18]([CH3:21])([CH3:20])[CH3:19])=[O:16])[C:10]([Cl:25])=[C:9]([Cl:26])[CH:8]=1)(=O)=O.[C-:27]#[N:28].[K+].[I-].[Na+]. (5) Given the product [CH2:16]([C:3]([CH2:13][CH3:14])([C:4]([O-:6])=[O:5])[C:2]([O-:10])=[O:9])[CH3:17].[CH2:13]([O:15][Mg+2:1])[CH3:14], predict the reactants needed to synthesize it. The reactants are: [Mg:1].[C:2]([O:10]CC)(=[O:9])[CH2:3][C:4]([O:6]CC)=[O:5].[CH2:13]([OH:15])[CH3:14].[C:16]1(C)C=CC=C[CH:17]=1.